From a dataset of Catalyst prediction with 721,799 reactions and 888 catalyst types from USPTO. Predict which catalyst facilitates the given reaction. (1) Reactant: [O:1]1[CH2:3][C@H:2]1[CH2:4]OS(C1C=CC=C([N+]([O-])=O)C=1)(=O)=O.[Cl:18][C:19]1[CH:30]=[C:29]([Cl:31])[C:28]([OH:32])=[CH:27][C:20]=1[O:21][CH2:22][C:23]([O:25][CH3:26])=[O:24].C([O-])([O-])=O.[Cs+].[Cs+].O. Product: [CH3:26][O:25][C:23](=[O:24])[CH2:22][O:21][C:20]1[CH:27]=[C:28]([O:32][CH2:4][CH:2]2[CH2:3][O:1]2)[C:29]([Cl:31])=[CH:30][C:19]=1[Cl:18]. The catalyst class is: 3. (2) Reactant: C1(P(C2C=CC=CC=2)C2C=CC=CC=2)C=CC=CC=1.CCOC(/N=N/C(OCC)=O)=O.[CH2:32]([O:39][NH:40][C:41](=[O:54])[CH2:42][C@H:43](O)[CH2:44][O:45][C:46]1[CH:51]=[CH:50][C:49]([Br:52])=[CH:48][CH:47]=1)[C:33]1[CH:38]=[CH:37][CH:36]=[CH:35][CH:34]=1. Product: [CH2:32]([O:39][N:40]1[C@@H:43]([CH2:44][O:45][C:46]2[CH:51]=[CH:50][C:49]([Br:52])=[CH:48][CH:47]=2)[CH2:42][C:41]1=[O:54])[C:33]1[CH:38]=[CH:37][CH:36]=[CH:35][CH:34]=1. The catalyst class is: 118. (3) Reactant: [Cl:1][C:2]1[C:7]([Cl:8])=[CH:6][C:5]([N:9]2[CH2:14][CH2:13][NH:12][CH2:11][CH2:10]2)=[C:4]([N+:15]([O-:17])=[O:16])[CH:3]=1.CCN(C(C)C)C(C)C.Br[CH2:28][CH2:29][C:30]([F:33])([F:32])[F:31]. Product: [Cl:1][C:2]1[C:7]([Cl:8])=[CH:6][C:5]([N:9]2[CH2:14][CH2:13][N:12]([CH2:28][CH2:29][C:30]([F:33])([F:32])[F:31])[CH2:11][CH2:10]2)=[C:4]([N+:15]([O-:17])=[O:16])[CH:3]=1. The catalyst class is: 36. (4) Reactant: C[Si](C)(C)[C:3]([F:6])([F:5])[F:4].[Si]([O:16][CH2:17][C:18]1[CH:23]=[C:22](I)[N:21]=[C:20]([Cl:25])[CH:19]=1)(C(C)(C)C)(C)C. Product: [Cl:25][C:20]1[CH:19]=[C:18]([CH2:17][OH:16])[CH:23]=[C:22]([C:3]([F:6])([F:5])[F:4])[N:21]=1. The catalyst class is: 37. (5) Reactant: [NH:1]1[C:9]2[C:4](=[CH:5][C:6]([C:10]#[N:11])=[CH:7][CH:8]=2)[CH:3]=[N:2]1.C(=O)([O-])[O-].[Cs+].[Cs+].Br[CH2:19][CH2:20][C:21]([O:23][CH2:24][CH3:25])=[O:22]. Product: [C:10]([C:6]1[CH:5]=[C:4]2[C:9](=[CH:8][CH:7]=1)[N:1]([CH2:19][CH2:20][C:21]([O:23][CH2:24][CH3:25])=[O:22])[N:2]=[CH:3]2)#[N:11]. The catalyst class is: 508. (6) Reactant: [CH3:1][O:2][C:3]([C:5]1[CH:6]=[C:7]2[C:11](=[CH:12][CH:13]=1)[NH:10][CH:9]=[CH:8]2)=[O:4].[Cl:14]N1C(=O)CCC1=O. Product: [CH3:1][O:2][C:3]([C:5]1[CH:6]=[C:7]2[C:11](=[CH:12][CH:13]=1)[NH:10][CH:9]=[C:8]2[Cl:14])=[O:4]. The catalyst class is: 5. (7) Reactant: C([O:5][CH2:6][C:7]1[C:11]([C:12]([O:14][CH2:15][CH3:16])=[O:13])=[C:10]([CH:17]2[CH2:19][CH2:18]2)[O:9][N:8]=1)(C)(C)C.C(O)(C(F)(F)F)=O. The catalyst class is: 2. Product: [CH:17]1([C:10]2[O:9][N:8]=[C:7]([CH2:6][OH:5])[C:11]=2[C:12]([O:14][CH2:15][CH3:16])=[O:13])[CH2:18][CH2:19]1.